This data is from Orexin1 receptor HTS with 218,158 compounds and 233 confirmed actives. The task is: Binary Classification. Given a drug SMILES string, predict its activity (active/inactive) in a high-throughput screening assay against a specified biological target. The drug is s1c2c(nc1NC(=O)COCC)ccc(OC)c2. The result is 0 (inactive).